From a dataset of Full USPTO retrosynthesis dataset with 1.9M reactions from patents (1976-2016). Predict the reactants needed to synthesize the given product. (1) Given the product [CH3:24][O:23][C:18]1[CH:19]=[CH:20][CH:21]=[CH:22][C:17]=1[C:13]1[CH:14]=[CH:15][CH:16]=[C:11]([N:9]2[CH:10]=[C:6]([C:4]([C:28]3[N:27]([CH3:26])[CH:31]=[CH:30][N:29]=3)=[O:5])[N:7]=[CH:8]2)[CH:12]=1, predict the reactants needed to synthesize it. The reactants are: CON(C)[C:4]([C:6]1[N:7]=[CH:8][N:9]([C:11]2[CH:12]=[C:13]([C:17]3[CH:22]=[CH:21][CH:20]=[CH:19][C:18]=3[O:23][CH3:24])[CH:14]=[CH:15][CH:16]=2)[CH:10]=1)=[O:5].[CH3:26][N:27]1[CH:31]=[CH:30][N:29]=[CH:28]1. (2) Given the product [NH:11]1[C:15]2[CH:16]=[CH:17][CH:18]=[CH:19][C:14]=2[N:13]=[C:12]1[C@H:8]([NH:9][C:10]([NH:25][C@H:26]1[CH2:30][CH2:29][C@H:28]([OH:31])[CH2:27]1)=[O:20])[CH2:7][C:6]1[CH:5]=[CH:4][C:3]([O:2][CH3:1])=[CH:22][CH:21]=1, predict the reactants needed to synthesize it. The reactants are: [CH3:1][O:2][C:3]1[CH:22]=[CH:21][C:6]([CH2:7][C@@H:8]2[C:12]3=[N:13][C:14]4[CH:19]=[CH:18][CH:17]=[CH:16][C:15]=4[N:11]3[C:10](=[O:20])[NH:9]2)=[CH:5][CH:4]=1.Cl.Cl.[NH2:25][C@H:26]1[CH2:30][CH2:29][C@H:28]([OH:31])[CH2:27]1.C(O)(C(F)(F)F)=O. (3) The reactants are: O.Cl.[Cl:3][C:4]1[CH:24]=[C:23]([N+:25]([O-])=O)[CH:22]=[CH:21][C:5]=1[NH:6][C:7]([CH3:20])([CH3:19])[CH2:8][C:9]1[CH:18]=[CH:17][C:16]2[C:11](=[CH:12][CH:13]=[CH:14][CH:15]=2)[CH:10]=1. Given the product [Cl:3][C:4]1[CH:24]=[C:23]([NH2:25])[CH:22]=[CH:21][C:5]=1[NH:6][C:7]([CH3:20])([CH3:19])[CH2:8][C:9]1[CH:18]=[CH:17][C:16]2[C:11](=[CH:12][CH:13]=[CH:14][CH:15]=2)[CH:10]=1, predict the reactants needed to synthesize it. (4) Given the product [CH:30]1([C:28]([NH:27][C@@H:26]2[C@H:22]3[O:21][CH2:20][C@H:19]([NH:18][C:11](=[O:13])[C:10]4[CH:14]=[CH:15][CH:16]=[C:8]([O:7][C:3]5[CH:2]=[C:1]([CH3:17])[CH:6]=[CH:5][CH:4]=5)[CH:9]=4)[C@H:23]3[O:24][CH2:25]2)=[O:29])[CH2:31][CH2:32]1, predict the reactants needed to synthesize it. The reactants are: [C:1]1([CH3:17])[CH:6]=[CH:5][CH:4]=[C:3]([O:7][C:8]2[CH:9]=[C:10]([CH:14]=[CH:15][CH:16]=2)[C:11]([OH:13])=O)[CH:2]=1.[NH2:18][C@@H:19]1[C@H:23]2[O:24][CH2:25][C@H:26]([NH:27][C:28]([CH:30]3[CH2:32][CH2:31]3)=[O:29])[C@H:22]2[O:21][CH2:20]1.